Dataset: Catalyst prediction with 721,799 reactions and 888 catalyst types from USPTO. Task: Predict which catalyst facilitates the given reaction. (1) Reactant: C(OC(N1CCNCC1)=O)(C)(C)C.CS(Cl)(=O)=O.C(N(C(C)C)C(C)C)C.BrCC(C1C=CC(OC)=CC=1)=O.[CH3:40][S:41]([N:44]1[CH2:49][CH2:48][N:47]([CH2:50][C:51]([C:53]2[CH:58]=[CH:57][C:56]([O:59][CH3:60])=[CH:55][CH:54]=2)=O)[CH2:46][CH2:45]1)(=[O:43])=[O:42].[Br:61][C:62]1[CH:63]=[CH:64][C:65]([NH:68]N)=[N:66][CH:67]=1. Product: [Br:61][C:62]1[CH:63]=[C:64]2[C:50]([N:47]3[CH2:48][CH2:49][N:44]([S:41]([CH3:40])(=[O:43])=[O:42])[CH2:45][CH2:46]3)=[C:51]([C:53]3[CH:58]=[CH:57][C:56]([O:59][CH3:60])=[CH:55][CH:54]=3)[NH:68][C:65]2=[N:66][CH:67]=1. The catalyst class is: 228. (2) Reactant: [NH2:1][C:2]1[C:3]2[C:8]([N:9]=[C:10]3[C:15]=1[CH:14]=[CH:13][CH:12]=[CH:11]3)=[CH:7][CH:6]=[CH:5][CH:4]=2.Br[C:17]1[CH:22]=[CH:21][CH:20]=[CH:19][C:18]=1[N+:23]([O-:25])=[O:24].O. Product: [N+:23]([C:18]1[CH:19]=[CH:20][CH:21]=[CH:22][C:17]=1[NH:1][C:2]1[C:3]2[C:8]([N:9]=[C:10]3[C:15]=1[CH:14]=[CH:13][CH:12]=[CH:11]3)=[CH:7][CH:6]=[CH:5][CH:4]=2)([O-:25])=[O:24]. The catalyst class is: 85. (3) Reactant: Cl.[CH3:2][C:3]1([CH3:21])[C:7]([CH3:9])([CH3:8])[O:6][B:5]([C:10]2[CH:11]=[N:12][N:13]([CH:15]3[CH2:20][CH2:19][NH:18][CH2:17][CH2:16]3)[CH:14]=2)[O:4]1.BrCCO[Si]([C:29](C)([CH3:31])[CH3:30])(C)C.CCN(C(C)C)C(C)C.[I-].[K+]. Product: [CH3:30][CH:29]([N:18]1[CH2:19][CH2:20][CH:15]([N:13]2[CH:14]=[C:10]([B:5]3[O:6][C:7]([CH3:8])([CH3:9])[C:3]([CH3:21])([CH3:2])[O:4]3)[CH:11]=[N:12]2)[CH2:16][CH2:17]1)[CH3:31]. The catalyst class is: 3. (4) The catalyst class is: 5. Reactant: [Cl:1][C:2]1[C:7]([CH3:8])=[CH:6][C:5]([C:9](=O)[CH3:10])=[CH:4][C:3]=1[CH3:12].[Br:13][C:14]1[CH:15]=[C:16]([CH:18]=[CH:19][CH:20]=1)[NH2:17].[B][B][B][B][B][B][B][B][B][B]. Product: [Br:13][C:14]1[CH:15]=[C:16]([NH:17][CH:9]([C:5]2[CH:6]=[C:7]([CH3:8])[C:2]([Cl:1])=[C:3]([CH3:12])[CH:4]=2)[CH3:10])[CH:18]=[CH:19][CH:20]=1. (5) Reactant: [F:1][C:2]1[CH:10]=[C:9]([F:11])[CH:8]=[CH:7][C:3]=1[C:4](Cl)=[O:5].[NH2:12][C:13]1[CH:14]=[C:15]([S:19]([NH2:22])(=[O:21])=[O:20])[CH:16]=[CH:17][CH:18]=1.N1C=CC=CC=1. Product: [F:1][C:2]1[CH:10]=[C:9]([F:11])[CH:8]=[CH:7][C:3]=1[C:4]([NH:12][C:13]1[CH:18]=[CH:17][CH:16]=[C:15]([S:19](=[O:21])(=[O:20])[NH2:22])[CH:14]=1)=[O:5]. The catalyst class is: 4. (6) Reactant: [NH2:1][C:2]1[CH:7]=[CH:6][C:5]([N:8]2[C:12]([C:13]3[CH:18]=[C:17]([C:19]([CH3:22])([CH3:21])[CH3:20])[CH:16]=[C:15]([C:23]([CH3:26])([CH3:25])[CH3:24])[CH:14]=3)=[CH:11][C:10]([C:27]3[CH:36]=[CH:35][C:30]([C:31]([O:33][CH3:34])=[O:32])=[CH:29][CH:28]=3)=[N:9]2)=[CH:4][CH:3]=1.N1C=CC=CC=1.[CH3:43][S:44](Cl)(=[O:46])=[O:45]. Product: [C:23]([C:15]1[CH:14]=[C:13]([C:12]2[N:8]([C:5]3[CH:6]=[CH:7][C:2]([NH:1][S:44]([CH3:43])(=[O:46])=[O:45])=[CH:3][CH:4]=3)[N:9]=[C:10]([C:27]3[CH:28]=[CH:29][C:30]([C:31]([O:33][CH3:34])=[O:32])=[CH:35][CH:36]=3)[CH:11]=2)[CH:18]=[C:17]([C:19]([CH3:20])([CH3:21])[CH3:22])[CH:16]=1)([CH3:26])([CH3:25])[CH3:24]. The catalyst class is: 2. (7) Reactant: [CH3:1][C:2]1([CH3:18])[C@@H:5]([C:6]2[N:10]=[CH:9][N:8]([CH:11]3[CH2:16][CH2:15][CH2:14][CH2:13][O:12]3)[N:7]=2)[CH2:4][C@H:3]1[NH2:17].Cl[C:20]1[C:25]([C:26]#[N:27])=[CH:24][N:23]=[C:22]([S:28][CH3:29])[N:21]=1.CCN(C(C)C)C(C)C. Product: [CH3:1][C:2]1([CH3:18])[C@@H:5]([C:6]2[N:10]=[CH:9][N:8]([CH:11]3[CH2:16][CH2:15][CH2:14][CH2:13][O:12]3)[N:7]=2)[CH2:4][C@H:3]1[NH:17][C:20]1[C:25]([C:26]#[N:27])=[CH:24][N:23]=[C:22]([S:28][CH3:29])[N:21]=1. The catalyst class is: 32. (8) Reactant: [OH:1][C:2]1[C:3]([C:17](=[N:19][NH:20][C:21]([C:23]2[S:27][C:26]([C:28]([N:30]([CH2:32][CH2:33][C:34]([O:36]C(C)(C)C)=[O:35])[CH3:31])=[O:29])=[CH:25][CH:24]=2)=[O:22])[CH3:18])=[CH:4][S:5][C:6]=1[C:7]1[CH:12]=[CH:11][C:10]([C:13]([F:16])([F:15])[F:14])=[CH:9][CH:8]=1. Product: [OH:1][C:2]1[C:3]([C:17](=[N:19][NH:20][C:21]([C:23]2[S:27][C:26]([C:28]([N:30]([CH2:32][CH2:33][C:34]([OH:36])=[O:35])[CH3:31])=[O:29])=[CH:25][CH:24]=2)=[O:22])[CH3:18])=[CH:4][S:5][C:6]=1[C:7]1[CH:8]=[CH:9][C:10]([C:13]([F:15])([F:14])[F:16])=[CH:11][CH:12]=1. The catalyst class is: 55. (9) Reactant: [CH3:1][C:2]1([CH3:27])[CH2:26][O:25][C:5]2([C:13]3[C:8](=[CH:9][CH:10]=[C:11]([NH:14][S:15]([CH3:18])(=[O:17])=[O:16])[CH:12]=3)[N:7]([CH2:19][C:20]([O:22][CH3:23])=[O:21])[C:6]2=[O:24])[O:4][CH2:3]1.Cl.Cl[CH2:30][CH2:31][N:32]1[CH2:37][CH2:36][O:35][CH2:34][CH2:33]1.C([O-])([O-])=O.[K+].[K+]. Product: [CH3:1][C:2]1([CH3:27])[CH2:3][O:4][C:5]2([C:13]3[C:8](=[CH:9][CH:10]=[C:11]([N:14]([CH2:30][CH2:31][N:32]4[CH2:37][CH2:36][O:35][CH2:34][CH2:33]4)[S:15]([CH3:18])(=[O:17])=[O:16])[CH:12]=3)[N:7]([CH2:19][C:20]([O:22][CH3:23])=[O:21])[C:6]2=[O:24])[O:25][CH2:26]1. The catalyst class is: 3. (10) Reactant: [Br:1][C:2]1[C:3]2[N:4]([C:9](I)=[CH:10][N:11]=2)[N:5]=[C:6](Cl)[CH:7]=1.[BrH:13].O. Product: [Br:13][C:6]1[CH:7]=[C:2]([Br:1])[C:3]2[N:4]([CH:9]=[CH:10][N:11]=2)[N:5]=1. The catalyst class is: 15.